This data is from Reaction yield outcomes from USPTO patents with 853,638 reactions. The task is: Predict the reaction yield, written as a fraction of the theoretical maximum amount of product (1.0 means a 100% yield; for example, 0.34 means a 34% yield). The reactants are [S-:1][C:2]#[N:3].[K+].[CH3:5][CH:6]1[CH2:12][C:11]2[CH:13]=[C:14]3[O:19][CH2:18][O:17][C:15]3=[CH:16][C:10]=2[C:9]([C:20]2[CH:25]=[CH:24][C:23]([N+:26]([O-:28])=[O:27])=[CH:22][CH:21]=2)=[N:8][NH:7]1. The catalyst is C(O)(=O)C. The product is [CH3:5][CH:6]1[CH2:12][C:11]2[CH:13]=[C:14]3[O:19][CH2:18][O:17][C:15]3=[CH:16][C:10]=2[C:9]([C:20]2[CH:25]=[CH:24][C:23]([N+:26]([O-:28])=[O:27])=[CH:22][CH:21]=2)=[N:8][N:7]1[C:2](=[S:1])[NH2:3]. The yield is 0.760.